Dataset: Catalyst prediction with 721,799 reactions and 888 catalyst types from USPTO. Task: Predict which catalyst facilitates the given reaction. (1) The catalyst class is: 2. Product: [CH3:41][C:37]1[CH:36]=[C:35]([C:31]2[CH:30]=[C:29]([C:27]3[CH2:26][C:25](=[O:42])[NH:24][C:9]4[CH:10]=[C:11]([C:20]([F:23])([F:22])[F:21])[C:12]([O:45][CH2:44][C:46]([F:49])([F:48])[F:47])=[CH:13][C:8]=4[N:7]=3)[CH:34]=[CH:33][CH:32]=2)[CH:40]=[CH:39][N:38]=1. Reactant: C(OC(=O)[NH:7][C:8]1[CH:13]=[C:12](OCC(F)(F)F)[C:11]([C:20]([F:23])([F:22])[F:21])=[CH:10][C:9]=1[NH:24][C:25](=[O:42])[CH2:26][C:27]([C:29]1[CH:34]=[CH:33][CH:32]=[C:31]([C:35]2[CH:40]=[CH:39][N:38]=[C:37]([CH3:41])[CH:36]=2)[CH:30]=1)=O)(C)(C)C.[C:44](O)([C:46]([F:49])([F:48])[F:47])=[O:45]. (2) Reactant: [CH:1]([N:4]1[C:8]([C:9]2[CH:14]=[CH:13][N:12]=[C:11]([NH:15][C:16]3[CH:26]=[CH:25][C:19]([C:20]([O:22]CC)=[O:21])=[CH:18][CH:17]=3)[N:10]=2)=[CH:7][N:6]=[C:5]1[CH3:27])([CH3:3])[CH3:2].[OH-].[Na+:29]. Product: [Na+:29].[CH:1]([N:4]1[C:8]([C:9]2[CH:14]=[CH:13][N:12]=[C:11]([NH:15][C:16]3[CH:26]=[CH:25][C:19]([C:20]([O-:22])=[O:21])=[CH:18][CH:17]=3)[N:10]=2)=[CH:7][N:6]=[C:5]1[CH3:27])([CH3:3])[CH3:2]. The catalyst class is: 20.